The task is: Regression. Given two drug SMILES strings and cell line genomic features, predict the synergy score measuring deviation from expected non-interaction effect.. This data is from NCI-60 drug combinations with 297,098 pairs across 59 cell lines. Drug 1: C1=CC(=CC=C1CCCC(=O)O)N(CCCl)CCCl. Drug 2: CC1C(C(CC(O1)OC2CC(OC(C2O)C)OC3=CC4=CC5=C(C(=O)C(C(C5)C(C(=O)C(C(C)O)O)OC)OC6CC(C(C(O6)C)O)OC7CC(C(C(O7)C)O)OC8CC(C(C(O8)C)O)(C)O)C(=C4C(=C3C)O)O)O)O. Cell line: NCI-H522. Synergy scores: CSS=69.1, Synergy_ZIP=27.4, Synergy_Bliss=30.2, Synergy_Loewe=31.1, Synergy_HSA=31.1.